Dataset: Peptide-MHC class II binding affinity with 134,281 pairs from IEDB. Task: Regression. Given a peptide amino acid sequence and an MHC pseudo amino acid sequence, predict their binding affinity value. This is MHC class II binding data. (1) The peptide sequence is CPKYVKQNTLKLATG. The MHC is DRB1_0401 with pseudo-sequence DRB1_0401. The binding affinity (normalized) is 0.646. (2) The peptide sequence is IFKISKTVSEGAVDI. The MHC is HLA-DQA10101-DQB10501 with pseudo-sequence HLA-DQA10101-DQB10501. The binding affinity (normalized) is 0. (3) The peptide sequence is YEGLSYRSLQPEEFA. The MHC is HLA-DQA10104-DQB10503 with pseudo-sequence HLA-DQA10104-DQB10503. The binding affinity (normalized) is 0.123. (4) The binding affinity (normalized) is 0.0838. The peptide sequence is TEAEDVIPEGWKADTSYESK. The MHC is HLA-DQA10102-DQB10602 with pseudo-sequence HLA-DQA10102-DQB10602.